From a dataset of Catalyst prediction with 721,799 reactions and 888 catalyst types from USPTO. Predict which catalyst facilitates the given reaction. Reactant: [NH2:1][C:2]1[C:11]([CH3:12])=[CH:10][CH:9]=[C:8]2[C:3]=1[CH:4]=[CH:5][N:6]=[C:7]2[NH:13][C:14]1[CH:21]=[CH:20][C:17]([C:18]#[N:19])=[CH:16][CH:15]=1.[CH3:22][O:23][C:24]1[CH:46]=[CH:45][C:27]([CH2:28][N:29]2[CH:37]=[N:36][C:35]3[C:30]2=[N:31][CH:32]=[N:33][C:34]=3[C:38]2[C:39](F)=[N:40][CH:41]=[CH:42][CH:43]=2)=[CH:26][CH:25]=1.C[Si]([N-][Si](C)(C)C)(C)C.[Li+].Cl.C([O-])(O)=O.[Na+]. Product: [CH3:22][O:23][C:24]1[CH:25]=[CH:26][C:27]([CH2:28][N:29]2[CH:37]=[N:36][C:35]3[C:30]2=[N:31][CH:32]=[N:33][C:34]=3[C:38]2[C:39]([NH:1][C:2]3[C:11]([CH3:12])=[CH:10][CH:9]=[C:8]4[C:3]=3[CH:4]=[CH:5][N:6]=[C:7]4[NH:13][C:14]3[CH:21]=[CH:20][C:17]([C:18]#[N:19])=[CH:16][CH:15]=3)=[N:40][CH:41]=[CH:42][CH:43]=2)=[CH:45][CH:46]=1. The catalyst class is: 1.